This data is from Forward reaction prediction with 1.9M reactions from USPTO patents (1976-2016). The task is: Predict the product of the given reaction. Given the reactants [CH3:1][S:2]([C:5]1[CH:10]=[CH:9][C:8]([CH2:11][S:12](Cl)(=[O:14])=[O:13])=[CH:7][CH:6]=1)(=[O:4])=[O:3].[NH2:16][C:17]1[S:18][CH:19]=[CH:20][N:21]=1, predict the reaction product. The product is: [CH3:1][S:2]([C:5]1[CH:10]=[CH:9][C:8]([CH2:11][S:12]([NH:16][C:17]2[S:18][CH:19]=[CH:20][N:21]=2)(=[O:14])=[O:13])=[CH:7][CH:6]=1)(=[O:4])=[O:3].